Dataset: Reaction yield outcomes from USPTO patents with 853,638 reactions. Task: Predict the reaction yield, written as a fraction of the theoretical maximum amount of product (1.0 means a 100% yield; for example, 0.34 means a 34% yield). (1) The product is [NH2:1][C:2]1[CH:3]=[CH:4][C:5]([C:8]2[CH:9]=[C:10]([CH:16]=[CH:17][CH:18]=2)[C:11]([O:13][CH2:14][CH3:15])=[O:12])=[N:6][C:7]=1[Br:19]. The reactants are [NH2:1][C:2]1[CH:3]=[CH:4][C:5]([C:8]2[CH:9]=[C:10]([CH:16]=[CH:17][CH:18]=2)[C:11]([O:13][CH2:14][CH3:15])=[O:12])=[N:6][CH:7]=1.[Br:19]N1C(=O)CCC1=O. The catalyst is CN(C=O)C.C(OCC)(=O)C. The yield is 0.860. (2) The reactants are [Cl:1][C:2]1[CH:7]=[CH:6][C:5]([C:8]2[CH:13]=[CH:12][C:11]([N+:14]([O-:16])=[O:15])=[CH:10][CH:9]=2)=[CH:4][CH:3]=1.CC(C)([O-])C.[K+].[CH:23](Cl)([Cl:25])[Cl:24]. The catalyst is CN(C=O)C.C1COCC1. The product is [Cl:1][C:2]1[CH:3]=[CH:4][C:5]([C:8]2[CH:13]=[CH:12][C:11]([N+:14]([O-:16])=[O:15])=[C:10]([CH:23]([Cl:25])[Cl:24])[CH:9]=2)=[CH:6][CH:7]=1. The yield is 0.630. (3) The catalyst is C(Cl)Cl. The reactants are [CH3:1][C:2]1[S:3][C:4]([C:10]2[CH:15]=[CH:14][CH:13]=[CH:12][CH:11]=2)=[C:5]([C:7]([OH:9])=O)[N:6]=1.C(Cl)(=O)C(Cl)=O.CN(C=O)C.[F:27][C:28]1[CH:29]=[C:30]([CH3:44])[C:31]2[N:32]([CH:34]=[C:35]([CH2:37][C@@H:38]3[CH2:43][CH2:42][CH2:41][CH2:40][NH:39]3)[N:36]=2)[CH:33]=1. The product is [F:27][C:28]1[CH:29]=[C:30]([CH3:44])[C:31]2[N:32]([CH:34]=[C:35]([CH2:37][C@@H:38]3[CH2:43][CH2:42][CH2:41][CH2:40][N:39]3[C:7]([C:5]3[N:6]=[C:2]([CH3:1])[S:3][C:4]=3[C:10]3[CH:15]=[CH:14][CH:13]=[CH:12][CH:11]=3)=[O:9])[N:36]=2)[CH:33]=1. The yield is 0.820. (4) The reactants are [CH3:1][O:2][C:3](=[O:16])[C@@H:4]([NH:8][C:9]([O:11][C:12]([CH3:15])([CH3:14])[CH3:13])=[O:10])[CH2:5][CH2:6]I.[CH3:17][O:18][CH2:19][CH2:20][NH:21][CH3:22].C(N(CC)CC)C. The catalyst is O1CCOCC1. The product is [CH3:1][O:2][C:3](=[O:16])[C@@H:4]([NH:8][C:9]([O:11][C:12]([CH3:15])([CH3:14])[CH3:13])=[O:10])[CH2:5][CH2:6][N:21]([CH2:20][CH2:19][O:18][CH3:17])[CH3:22]. The yield is 0.490. (5) The reactants are OC(C1C=CC2OCC(=O)N(C)C=2C=1)CN1CC=C(C2C3C(=NC=CC=3)NC=2)CC1.[F:31][C:32]1[CH:33]=[CH:34][C:35]([N:43]2[CH2:48][CH2:47][N:46]([CH2:49][C:50]([C:52]3[CH:53]=[CH:54][C:55]4[O:60][CH2:59][C:58](=[O:61])[N:57]([CH3:62])[C:56]=4[CH:63]=3)=[O:51])[CH2:45][CH2:44]2)=[C:36]2[C:41]=1[N:40]=[C:39]([CH3:42])[CH:38]=[CH:37]2. No catalyst specified. The product is [F:31][C:32]1[CH:33]=[CH:34][C:35]([N:43]2[CH2:44][CH2:45][N:46]([CH2:49][CH:50]([C:52]3[CH:53]=[CH:54][C:55]4[O:60][CH2:59][C:58](=[O:61])[N:57]([CH3:62])[C:56]=4[CH:63]=3)[OH:51])[CH2:47][CH2:48]2)=[C:36]2[C:41]=1[N:40]=[C:39]([CH3:42])[CH:38]=[CH:37]2. The yield is 0.990.